Dataset: Forward reaction prediction with 1.9M reactions from USPTO patents (1976-2016). Task: Predict the product of the given reaction. (1) Given the reactants [C:1]([C:3]1[CH:8]=[CH:7][C:6]([CH:9]2[C:14]([C:15]([O:17][CH2:18]C)=[O:16])=[C:13]([CH3:20])[N:12]([C:21]3[CH:26]=[CH:25][CH:24]=[C:23]([C:27]([F:30])([F:29])[F:28])[CH:22]=3)[C:11]([S:31][CH3:32])=[N:10]2)=[CH:5][CH:4]=1)#[N:2].C[O-].[Na+], predict the reaction product. The product is: [C:1]([C:3]1[CH:4]=[CH:5][C:6]([CH:9]2[C:14]([C:15]([O:17][CH3:18])=[O:16])=[C:13]([CH3:20])[N:12]([C:21]3[CH:26]=[CH:25][CH:24]=[C:23]([C:27]([F:30])([F:29])[F:28])[CH:22]=3)[C:11]([S:31][CH3:32])=[N:10]2)=[CH:7][CH:8]=1)#[N:2]. (2) Given the reactants [F:1][C:2]1[CH:7]=[C:6]([F:8])[CH:5]=[CH:4][C:3]=1[NH:9][NH2:10].[OH:11][C:12]1[CH:13]=[C:14]([CH:17]=[CH:18][C:19]=1[OH:20])[CH:15]=O, predict the reaction product. The product is: [F:1][C:2]1[CH:7]=[C:6]([F:8])[CH:5]=[CH:4][C:3]=1[NH:9][N:10]=[CH:15][C:14]1[CH:13]=[C:12]([OH:11])[C:19]([OH:20])=[CH:18][CH:17]=1.